From a dataset of Full USPTO retrosynthesis dataset with 1.9M reactions from patents (1976-2016). Predict the reactants needed to synthesize the given product. Given the product [O:12]=[C:11]1[CH2:10][CH2:9][N:8]([C:21]([O:23][C:24]([CH3:27])([CH3:26])[CH3:25])=[O:22])[CH2:7][CH:6]1[C:4]([O:3][CH2:2][CH3:1])=[O:5], predict the reactants needed to synthesize it. The reactants are: [CH3:1][CH2:2][O:3][C:4]([CH:6]1[C:11](=[O:12])[CH2:10][CH2:9][NH:8][CH2:7]1)=[O:5].Cl.C(N(CC)CC)C.[C:21](O[C:21]([O:23][C:24]([CH3:27])([CH3:26])[CH3:25])=[O:22])([O:23][C:24]([CH3:27])([CH3:26])[CH3:25])=[O:22].